Dataset: Forward reaction prediction with 1.9M reactions from USPTO patents (1976-2016). Task: Predict the product of the given reaction. (1) Given the reactants [Cl:1][C:2]1[CH:20]=[C:6]([C:7]([NH:9][CH2:10][CH2:11][CH2:12][CH2:13][CH2:14][CH2:15][CH2:16][C:17]([OH:19])=[O:18])=[O:8])[C:5]([OH:21])=[CH:4][CH:3]=1.[OH-].[Na+:23], predict the reaction product. The product is: [Cl:1][C:2]1[CH:20]=[C:6]([C:7]([NH:9][CH2:10][CH2:11][CH2:12][CH2:13][CH2:14][CH2:15][CH2:16][C:17]([O-:19])=[O:18])=[O:8])[C:5]([OH:21])=[CH:4][CH:3]=1.[Na+:23].[Na+:23].[Cl:1][C:2]1[CH:20]=[C:6]([C:7]([NH:9][CH2:10][CH2:11][CH2:12][CH2:13][CH2:14][CH2:15][CH2:16][C:17]([O-:19])=[O:18])=[O:8])[C:5]([OH:21])=[CH:4][CH:3]=1. (2) Given the reactants [F:1][C:2]([F:21])([F:20])[O:3][C:4]1[CH:9]=[CH:8][C:7]([C:10]2[CH:19]=[N:18][C:13]3[O:14][CH2:15][CH2:16][NH:17][C:12]=3[CH:11]=2)=[CH:6][CH:5]=1.[Br:22][C:23]1[CH:24]=[C:25]([CH:29]=[C:30]([Br:34])[C:31]=1[O:32][CH3:33])[C:26](Cl)=[O:27].C(N(CC)CC)C, predict the reaction product. The product is: [Br:22][C:23]1[CH:24]=[C:25]([C:26]([N:17]2[CH2:16][CH2:15][O:14][C:13]3[N:18]=[CH:19][C:10]([C:7]4[CH:6]=[CH:5][C:4]([O:3][C:2]([F:1])([F:20])[F:21])=[CH:9][CH:8]=4)=[CH:11][C:12]2=3)=[O:27])[CH:29]=[C:30]([Br:34])[C:31]=1[O:32][CH3:33]. (3) Given the reactants [CH3:1][O:2][CH2:3][CH2:4][N:5]1[CH:14]2[CH2:15][CH2:16][CH:6]1[C:7]1[CH:8]=[C:9]([NH2:17])[CH:10]=[CH:11][C:12]=1[CH2:13]2.Cl[C:19]1[N:24]=[C:23]([NH:25][C@@H:26]2[CH2:31][CH2:30][CH2:29][CH2:28][C@H:27]2[NH:32][S:33]([CH3:36])(=[O:35])=[O:34])[C:22]([Cl:37])=[CH:21][N:20]=1, predict the reaction product. The product is: [Cl:37][C:22]1[C:23]([NH:25][C@@H:26]2[CH2:31][CH2:30][CH2:29][CH2:28][C@H:27]2[NH:32][S:33]([CH3:36])(=[O:35])=[O:34])=[N:24][C:19]([NH:17][C:9]2[CH:10]=[CH:11][C:12]3[CH2:13][CH:14]4[N:5]([CH2:4][CH2:3][O:2][CH3:1])[CH:6]([CH2:16][CH2:15]4)[C:7]=3[CH:8]=2)=[N:20][CH:21]=1. (4) The product is: [C:39]([N:28]1[CH2:27][CH2:26][CH:25]([C:23]([N:20]2[CH2:21][CH2:22][C@H:17]([O:16][C@@H:14]([C:6]3[CH:5]=[C:4]([C:3]([F:2])([F:37])[F:38])[CH:9]=[C:8]([C:10]([F:11])([F:12])[F:13])[CH:7]=3)[CH3:15])[C@H:18]([C:31]3[CH:36]=[CH:35][CH:34]=[CH:33][CH:32]=3)[CH2:19]2)=[O:24])[CH2:30][CH2:29]1)(=[O:41])[CH3:40]. Given the reactants Cl.[F:2][C:3]([F:38])([F:37])[C:4]1[CH:5]=[C:6]([C@H:14]([O:16][C@H:17]2[CH2:22][CH2:21][N:20]([C:23]([CH:25]3[CH2:30][CH2:29][NH:28][CH2:27][CH2:26]3)=[O:24])[CH2:19][C@H:18]2[C:31]2[CH:36]=[CH:35][CH:34]=[CH:33][CH:32]=2)[CH3:15])[CH:7]=[C:8]([C:10]([F:13])([F:12])[F:11])[CH:9]=1.[C:39](O)(=[O:41])[CH3:40], predict the reaction product. (5) Given the reactants O[O:2][S:3]([O-:5])=O.[K+].[Br:7][C:8]1[C:9]([CH3:17])=[N:10][N:11]([CH2:14]SC)[C:12]=1[CH3:13].[CH3:18]O.O, predict the reaction product. The product is: [Br:7][C:8]1[C:9]([CH3:17])=[N:10][N:11]([CH2:14][S:3]([CH3:18])(=[O:5])=[O:2])[C:12]=1[CH3:13]. (6) Given the reactants [Li]CCCC.II.[O-]S([O-])=O.[Na+].[Na+].O1CCCCC1[O:20][C:21]1[C:26]([I:27])=[CH:25][CH:24]=[CH:23][C:22]=1[C:28]([F:31])([F:30])[F:29], predict the reaction product. The product is: [F:31][C:28]([F:29])([F:30])[C:22]1[CH:23]=[CH:24][CH:25]=[C:26]([I:27])[C:21]=1[OH:20]. (7) Given the reactants FC(F)(F)C(O)=O.C(OC([NH:15][N:16]([C:30]1[CH:35]=[CH:34][CH:33]=[CH:32][C:31]=1[Cl:36])[C:17]([CH:19]1[C:24](=O)[C@:23]2([CH3:29])[C:26]([CH3:28])([CH3:27])[C@H:20]1[CH2:21][CH2:22]2)=[O:18])=O)(C)(C)C, predict the reaction product. The product is: [Cl:36][C:31]1[CH:32]=[CH:33][CH:34]=[CH:35][C:30]=1[N:16]1[C:17](=[O:18])[C:19]2[C@H:20]3[C:26]([CH3:28])([CH3:27])[C@:23]([CH3:29])([CH2:22][CH2:21]3)[C:24]=2[NH:15]1. (8) Given the reactants [CH2:1]([C:3]1[CH:4]=[CH:5][CH:6]=[C:7]2[C:12]=1[N:11]=[C:10]([CH3:13])[CH:9]=[CH:8]2)[CH3:2].[O:14]1CCOCC1, predict the reaction product. The product is: [CH2:1]([C:3]1[CH:4]=[CH:5][CH:6]=[C:7]2[C:12]=1[N:11]=[C:10]([CH:13]=[O:14])[CH:9]=[CH:8]2)[CH3:2]. (9) Given the reactants [C:1]([C:4]1[C:9]2[N:10]3[CH2:24][CH2:23][N:22]([CH3:25])[C:21](=[O:26])[C:11]3=[C:12]([O:13][CH2:14][C:15]3[CH:20]=[CH:19][CH:18]=[CH:17][CH:16]=3)[C:8]=2[C:7](=[O:27])[N:6]([CH2:28][C:29]2[CH:34]=[CH:33][C:32]([F:35])=[C:31]([Cl:36])[CH:30]=2)[N:5]=1)(=[O:3])[CH3:2].C[Si]([N-][Si](C)(C)C)(C)C.[Li+].[Br:47]Br.[Br-], predict the reaction product. The product is: [Br:47][CH2:2][C:1]([C:4]1[C:9]2[N:10]3[CH2:24][CH2:23][N:22]([CH3:25])[C:21](=[O:26])[C:11]3=[C:12]([O:13][CH2:14][C:15]3[CH:20]=[CH:19][CH:18]=[CH:17][CH:16]=3)[C:8]=2[C:7](=[O:27])[N:6]([CH2:28][C:29]2[CH:34]=[CH:33][C:32]([F:35])=[C:31]([Cl:36])[CH:30]=2)[N:5]=1)=[O:3].